Dataset: Full USPTO retrosynthesis dataset with 1.9M reactions from patents (1976-2016). Task: Predict the reactants needed to synthesize the given product. (1) Given the product [NH2:17][C:13]1[CH:12]=[C:11]([CH:16]=[CH:15][CH:14]=1)[O:10][C:7]1[CH:8]=[CH:9][C:4]([NH2:1])=[N:5][CH:6]=1, predict the reactants needed to synthesize it. The reactants are: [N+:1]([C:4]1[CH:9]=[CH:8][C:7]([O:10][C:11]2[CH:16]=[CH:15][CH:14]=[C:13]([N+:17]([O-])=O)[CH:12]=2)=[CH:6][N:5]=1)([O-])=O. (2) Given the product [ClH:40].[CH2:28]1[C:27]2[S:39][C:22]3[CH:21]=[C:20]([N:3]4[CH:4]=[CH:5][C:6]([O:8][CH2:9][C:10]5[CH:11]=[N:12][C:13]([C:16]([F:18])([F:17])[F:19])=[CH:14][CH:15]=5)=[CH:7][C:2]4=[O:1])[CH:25]=[CH:24][C:23]=3[C:26]=2[CH2:31][CH2:30][NH:29]1, predict the reactants needed to synthesize it. The reactants are: [O:1]=[C:2]1[CH:7]=[C:6]([O:8][CH2:9][C:10]2[CH:11]=[N:12][C:13]([C:16]([F:19])([F:18])[F:17])=[CH:14][CH:15]=2)[CH:5]=[CH:4][N:3]1[C:20]1[CH:25]=[CH:24][C:23]2[C:26]3[CH2:31][CH2:30][N:29](C(OC(C)(C)C)=O)[CH2:28][C:27]=3[S:39][C:22]=2[CH:21]=1.[ClH:40]. (3) Given the product [F:72][C:55]([F:54])([S:68]([O-:71])(=[O:69])=[O:70])[CH:56]([O:61][C:62](=[O:67])[C:63]([CH3:65])([CH3:66])[CH3:64])[C:57]([F:58])([F:60])[F:59].[CH2:6]([N+:10]1[C:18]2[C:13]3[C:14](=[CH:19][CH:20]=[CH:21][C:12]=3[C:11]=1[CH:22]=[CH:23][C:24]1[CH2:29][CH2:28][CH2:27][C:26](=[CH:30][CH:31]=[C:32]3[C:40]4[CH:41]=[CH:42][CH:43]=[C:38]5[C:39]=4[C:34](=[CH:35][CH:36]=[CH:37]5)[N:33]3[CH2:44][CH2:45][CH2:46][CH3:47])[C:25]=1[C:48]1[CH:53]=[CH:52][CH:51]=[CH:50][CH:49]=1)[CH:15]=[CH:16][CH:17]=2)[CH2:7][CH2:8][CH3:9], predict the reactants needed to synthesize it. The reactants are: F[B-](F)(F)F.[CH2:6]([N+:10]1[C:18]2[C:13]3[C:14](=[CH:19][CH:20]=[CH:21][C:12]=3[C:11]=1[CH:22]=[CH:23][C:24]1[CH2:29][CH2:28][CH2:27][C:26](=[CH:30][CH:31]=[C:32]3[C:40]4[CH:41]=[CH:42][CH:43]=[C:38]5[C:39]=4[C:34](=[CH:35][CH:36]=[CH:37]5)[N:33]3[CH2:44][CH2:45][CH2:46][CH3:47])[C:25]=1[C:48]1[CH:53]=[CH:52][CH:51]=[CH:50][CH:49]=1)[CH:15]=[CH:16][CH:17]=2)[CH2:7][CH2:8][CH3:9].[F:54][C:55]([F:72])([S:68]([O-:71])(=[O:70])=[O:69])[CH:56]([O:61][C:62](=[O:67])[C:63]([CH3:66])([CH3:65])[CH3:64])[C:57]([F:60])([F:59])[F:58].[Na+].O.